This data is from Forward reaction prediction with 1.9M reactions from USPTO patents (1976-2016). The task is: Predict the product of the given reaction. (1) The product is: [C:14]1([S:20]([N:4]2[C:5]3=[N:6][CH:7]=[N:8][C:9]([Cl:11])=[C:10]3[C:2]([Br:1])=[N:3]2)(=[O:22])=[O:21])[CH:19]=[CH:18][CH:17]=[CH:16][CH:15]=1. Given the reactants [Br:1][C:2]1[C:10]2[C:5](=[N:6][CH:7]=[N:8][C:9]=2[Cl:11])[NH:4][N:3]=1.[H-].[Na+].[C:14]1([S:20](Cl)(=[O:22])=[O:21])[CH:19]=[CH:18][CH:17]=[CH:16][CH:15]=1, predict the reaction product. (2) Given the reactants I[C:2]1[N:6]=[C:5]([C:7]2[CH:12]=[CH:11][C:10]([C:13]([F:16])([F:15])[F:14])=[CH:9][CH:8]=2)[N:4]([CH3:17])[C:3]=1[C:18]([N:20]1[CH2:25][CH2:24][CH:23]([N:26]2[CH2:30][CH2:29][CH2:28][CH2:27]2)[CH2:22][CH2:21]1)=[O:19].[N:31]1[CH:36]=[CH:35][CH:34]=[C:33](B(O)O)[CH:32]=1, predict the reaction product. The product is: [CH3:17][N:4]1[C:3]([C:18]([N:20]2[CH2:25][CH2:24][CH:23]([N:26]3[CH2:30][CH2:29][CH2:28][CH2:27]3)[CH2:22][CH2:21]2)=[O:19])=[C:2]([C:33]2[CH:32]=[N:31][CH:36]=[CH:35][CH:34]=2)[N:6]=[C:5]1[C:7]1[CH:12]=[CH:11][C:10]([C:13]([F:16])([F:15])[F:14])=[CH:9][CH:8]=1.